From a dataset of Reaction yield outcomes from USPTO patents with 853,638 reactions. Predict the reaction yield, written as a fraction of the theoretical maximum amount of product (1.0 means a 100% yield; for example, 0.34 means a 34% yield). (1) The reactants are N1C=CC=CC=1.[Cl:7][C:8]1[C:9]([O:17][CH3:18])=[CH:10][C:11]([O:15][CH3:16])=[C:12]([CH:14]=1)[NH2:13].Cl[C:20]([O:22][C:23]1[CH:28]=[CH:27][CH:26]=[CH:25][CH:24]=1)=[O:21]. The catalyst is C(Cl)Cl.Cl. The product is [Cl:7][C:8]1[C:9]([O:17][CH3:18])=[CH:10][C:11]([O:15][CH3:16])=[C:12]([NH:13][C:20](=[O:21])[O:22][C:23]2[CH:28]=[CH:27][CH:26]=[CH:25][CH:24]=2)[CH:14]=1. The yield is 0.970. (2) The reactants are CC1(C)C(C)(C)OB([C:9]2[CH:10]=[C:11]3[C:16](=[CH:17][CH:18]=2)[CH2:15][N:14]([C:19]([O:21][C:22]([CH3:25])([CH3:24])[CH3:23])=[O:20])[CH2:13][CH2:12]3)O1.CC1(C)C(C)(C)OB(C2C=CC=C3C=2CN(C(OC(C)(C)C)=O)CC3)O1.Br[C:54]1[CH:55]=[N:56][C:57]([CH:60]2[CH2:62][CH2:61]2)=[N:58][CH:59]=1.C(=O)([O-])[O-].[Na+].[Na+]. The catalyst is Cl[Pd]Cl.C1C=CC(P(C2C=CC=CC=2)[C-]2C=CC=C2)=CC=1.C1C=CC(P(C2C=CC=CC=2)[C-]2C=CC=C2)=CC=1.[Fe+2].CCO.C1(C)C=CC=CC=1. The product is [CH:60]1([C:57]2[N:58]=[CH:59][C:54]([C:9]3[CH:10]=[C:11]4[C:16](=[CH:17][CH:18]=3)[CH2:15][N:14]([C:19]([O:21][C:22]([CH3:23])([CH3:24])[CH3:25])=[O:20])[CH2:13][CH2:12]4)=[CH:55][N:56]=2)[CH2:62][CH2:61]1. The yield is 0.360. (3) The reactants are [NH2:1][C:2]1[CH:3]=[C:4]([CH:21]=[CH:22][C:23]=1Cl)[O:5][C:6]1[CH:7]=[CH:8][C:9]2[N:10]([CH:12]=[C:13]([NH:15][C:16]([CH:18]3[CH2:20][CH2:19]3)=[O:17])[N:14]=2)[N:11]=1.[F:25][C:26]([F:37])([F:36])[C:27]1[CH:28]=[C:29]([CH:33]=[CH:34][N:35]=1)[C:30](O)=[O:31].ON1C2C=CC=CC=2N=N1.Cl.C(N=C=NCCCN(C)C)C. The catalyst is CN(C)C=O. The product is [CH:18]1([C:16]([NH:15][C:13]2[N:14]=[C:9]3[CH:8]=[CH:7][C:6]([O:5][C:4]4[CH:3]=[C:2]([NH:1][C:30](=[O:31])[C:29]5[CH:33]=[CH:34][N:35]=[C:27]([C:26]([F:37])([F:25])[F:36])[CH:28]=5)[CH:23]=[CH:22][CH:21]=4)=[N:11][N:10]3[CH:12]=2)=[O:17])[CH2:20][CH2:19]1. The yield is 0.710. (4) The reactants are C(O[N:6]([C:10]1[N:15]=[C:14]([CH2:16][C:17]([O:19][CH2:20][CH3:21])=[O:18])[CH:13]=[CH:12][CH:11]=1)[C:7](C)=O)(C)(C)C.FC(F)(F)C(O)=O. The catalyst is ClCCl. The product is [CH3:7][NH:6][C:10]1[N:15]=[C:14]([CH2:16][C:17]([O:19][CH2:20][CH3:21])=[O:18])[CH:13]=[CH:12][CH:11]=1. The yield is 1.00. (5) The reactants are [Cl:1][C:2]1[C:3]([O:12][C:13]2[CH:18]=[C:17]([O:19][CH2:20][CH2:21][O:22][CH3:23])[CH:16]=[CH:15][C:14]=2[CH2:24][OH:25])=[N:4][CH:5]=[C:6]([C:8]([F:11])([F:10])[F:9])[CH:7]=1.Cl[S:27]([N:30]=[C:31]=[O:32])(=[O:29])=[O:28].[CH2:33]([O:35][CH2:36][CH2:37][NH2:38])[CH3:34].Cl. The catalyst is ClCCl.C(OCC)(=O)C.N1C=CC=CC=1. The product is [CH2:33]([O:35][CH2:36][CH2:37][NH:38][S:27]([NH:30][C:31](=[O:32])[O:25][CH2:24][C:14]1[CH:15]=[CH:16][C:17]([O:19][CH2:20][CH2:21][O:22][CH3:23])=[CH:18][C:13]=1[O:12][C:3]1[C:2]([Cl:1])=[CH:7][C:6]([C:8]([F:9])([F:11])[F:10])=[CH:5][N:4]=1)(=[O:29])=[O:28])[CH3:34]. The yield is 0.440. (6) The reactants are [Cl:1][C:2]1[N:11]=[CH:10][C:9]2[N:8]([CH2:12][C:13]([CH3:22])([O:15]C3CCCCO3)[CH3:14])[C:7](=[O:23])[C:6]3([CH3:28])[CH2:24][O:25][CH2:26][CH2:27][N:5]3[C:4]=2[N:3]=1.Cl.C([O-])(O)=O.[Na+]. The catalyst is C1COCC1. The product is [Cl:1][C:2]1[N:11]=[CH:10][C:9]2[N:8]([CH2:12][C:13]([OH:15])([CH3:22])[CH3:14])[C:7](=[O:23])[C:6]3([CH3:28])[CH2:24][O:25][CH2:26][CH2:27][N:5]3[C:4]=2[N:3]=1. The yield is 0.810. (7) The reactants are F[C:2]1[CH:7]=[CH:6][CH:5]=[CH:4][C:3]=1[N+:8]([O-:10])=[O:9].[CH3:11][N:12]1[CH2:17][CH2:16][N:15]([CH2:18][CH2:19][CH2:20][NH2:21])[CH2:14][CH2:13]1.C(N(C(C)C)CC)(C)C. The catalyst is O1CCOCC1. The product is [CH3:11][N:12]1[CH2:17][CH2:16][N:15]([CH2:18][CH2:19][CH2:20][NH:21][C:6]2[CH:5]=[CH:4][C:3]([N+:8]([O-:10])=[O:9])=[CH:2][CH:7]=2)[CH2:14][CH2:13]1. The yield is 0.740. (8) The catalyst is [Pd].ClCCl. The product is [CH2:1]([C:11]1[CH:20]=[C:19]2[C:14]([CH:15]=[CH:16][C:17]([O:21][CH3:22])=[CH:18]2)=[CH:13][CH:12]=1)[CH2:2][CH2:3][CH2:4][CH2:5][CH2:6][CH2:7][CH2:8][CH2:9][CH3:10]. The reactants are [C:1]([C:11]1[CH:20]=[C:19]2[C:14]([CH:15]=[CH:16][C:17]([O:21][CH3:22])=[CH:18]2)=[CH:13][CH:12]=1)#[C:2][CH2:3][CH2:4][CH2:5][CH2:6][CH2:7][CH2:8][CH2:9][CH3:10].C1COCC1. The yield is 0.820.